From a dataset of Reaction yield outcomes from USPTO patents with 853,638 reactions. Predict the reaction yield, written as a fraction of the theoretical maximum amount of product (1.0 means a 100% yield; for example, 0.34 means a 34% yield). (1) The catalyst is C(Cl)Cl. The product is [OH:9][C@H:10]1[CH2:14][CH2:13][N:12]([CH2:15][C:16]2[CH:21]=[CH:20][C:19]([CH3:22])=[CH:18][CH:17]=2)[C:11]1=[O:23]. The reactants are Cl.[Si]([O:9][C@H:10]1[CH2:14][CH2:13][N:12]([CH2:15][C:16]2[CH:21]=[CH:20][C:19]([CH3:22])=[CH:18][CH:17]=2)[C:11]1=[O:23])(C(C)(C)C)(C)C. The yield is 0.890. (2) The reactants are Cl.[CH3:2][C:3]1[CH:4]=[C:5]2[C:9](=[CH:10][CH:11]=1)[NH:8][CH:7]=[C:6]2[CH2:12][CH2:13][NH2:14].[C:15]1([C:24]2[CH:29]=[CH:28][CH:27]=[CH:26][CH:25]=2)[CH:20]=[CH:19][C:18]([C:21](Cl)=[O:22])=[CH:17][CH:16]=1.C(N(CC)CC)C.C(OCC)(=O)C. The catalyst is ClCCl. The product is [CH3:2][C:3]1[CH:4]=[C:5]2[C:9](=[CH:10][CH:11]=1)[NH:8][CH:7]=[C:6]2[CH2:12][CH2:13][NH:14][C:21]([C:18]1[CH:19]=[CH:20][C:15]([C:24]2[CH:25]=[CH:26][CH:27]=[CH:28][CH:29]=2)=[CH:16][CH:17]=1)=[O:22]. The yield is 0.730. (3) The reactants are Br[C:2]1[CH:3]=[CH:4][C:5]2[O:14][CH2:13][CH2:12][C:11]3[CH:10]=[C:9]([C:15]4[N:19]([C:20]5[CH:25]=[CH:24][C:23]([F:26])=[CH:22][C:21]=5[Cl:27])[CH:18]=[N:17][N:16]=4)[S:8][C:7]=3[C:6]=2[CH:28]=1.[CH2:29]([N:33]1C=CN=C1)CCC. The catalyst is [Cu]I.C1(C)C=CC=CC=1. The product is [Cl:27][C:21]1[CH:22]=[C:23]([F:26])[CH:24]=[CH:25][C:20]=1[N:19]1[CH:18]=[N:17][N:16]=[C:15]1[C:9]1[S:8][C:7]2[C:6]3[CH:28]=[C:2]([C:29]#[N:33])[CH:3]=[CH:4][C:5]=3[O:14][CH2:13][CH2:12][C:11]=2[CH:10]=1. The yield is 0.300. (4) The reactants are [Cl:1][C:2]1[N:17]=[CH:16][CH:15]=[C:14]([Cl:18])[C:3]=1[C:4]([O:6][CH2:7][C:8]1[CH:13]=[CH:12][CH:11]=[CH:10][CH:9]=1)=[O:5].[Li+].CC([N-]C(C)C)C.[I:27]I. The catalyst is C1COCC1. The product is [Cl:1][C:2]1[N:17]=[CH:16][C:15]([I:27])=[C:14]([Cl:18])[C:3]=1[C:4]([O:6][CH2:7][C:8]1[CH:13]=[CH:12][CH:11]=[CH:10][CH:9]=1)=[O:5]. The yield is 0.600. (5) The reactants are C[O:2][C:3]1[CH:4]=[C:5]2[C:10](=[CH:11][CH:12]=1)[C:9](=[O:13])[N:8]([CH:14]1[CH2:19][CH2:18][N:17](C(OC(C)(C)C)=O)[CH2:16][CH2:15]1)[CH2:7][CH2:6]2.B(Br)(Br)Br. No catalyst specified. The product is [OH:2][C:3]1[CH:4]=[C:5]2[C:10](=[CH:11][CH:12]=1)[C:9](=[O:13])[N:8]([CH:14]1[CH2:19][CH2:18][NH:17][CH2:16][CH2:15]1)[CH2:7][CH2:6]2. The yield is 1.00.